From a dataset of Reaction yield outcomes from USPTO patents with 853,638 reactions. Predict the reaction yield, written as a fraction of the theoretical maximum amount of product (1.0 means a 100% yield; for example, 0.34 means a 34% yield). The yield is 0.700. The reactants are Br.[CH2:2]([C:4]1[N:5]=[C:6]([C@@H:9]([NH2:20])[CH2:10][C:11]2[CH:16]=[CH:15][C:14]([N+:17]([O-:19])=[O:18])=[CH:13][CH:12]=2)[S:7][CH:8]=1)[CH3:3].[C:21]([NH:24][C@H:25]([C:33](O)=[O:34])[CH2:26][C:27]1[CH:32]=[CH:31][CH:30]=[CH:29][CH:28]=1)(=[O:23])[CH3:22].ON1C2C=CC=CC=2N=N1.C(N(C(C)C)CC)(C)C.CN(C)CCCN=C=NCC. The catalyst is CN(C=O)C.O. The product is [C:21]([NH:24][C@@H:25]([CH2:26][C:27]1[CH:28]=[CH:29][CH:30]=[CH:31][CH:32]=1)[C:33]([NH:20][C@H:9]([C:6]1[S:7][CH:8]=[C:4]([CH2:2][CH3:3])[N:5]=1)[CH2:10][C:11]1[CH:16]=[CH:15][C:14]([N+:17]([O-:19])=[O:18])=[CH:13][CH:12]=1)=[O:34])(=[O:23])[CH3:22].